This data is from NCI-60 drug combinations with 297,098 pairs across 59 cell lines. The task is: Regression. Given two drug SMILES strings and cell line genomic features, predict the synergy score measuring deviation from expected non-interaction effect. (1) Drug 1: C1CCN(CC1)CCOC2=CC=C(C=C2)C(=O)C3=C(SC4=C3C=CC(=C4)O)C5=CC=C(C=C5)O. Drug 2: CC1OCC2C(O1)C(C(C(O2)OC3C4COC(=O)C4C(C5=CC6=C(C=C35)OCO6)C7=CC(=C(C(=C7)OC)O)OC)O)O. Cell line: U251. Synergy scores: CSS=48.8, Synergy_ZIP=-2.14, Synergy_Bliss=-3.07, Synergy_Loewe=-4.76, Synergy_HSA=-1.29. (2) Drug 1: C1CC(C1)(C2=CC=C(C=C2)C3=C(C=C4C(=N3)C=CN5C4=NNC5=O)C6=CC=CC=C6)N. Drug 2: CCC1=C2CN3C(=CC4=C(C3=O)COC(=O)C4(CC)O)C2=NC5=C1C=C(C=C5)O. Cell line: T-47D. Synergy scores: CSS=41.5, Synergy_ZIP=-1.50, Synergy_Bliss=-1.72, Synergy_Loewe=2.30, Synergy_HSA=4.77. (3) Drug 1: CCC1=CC2CC(C3=C(CN(C2)C1)C4=CC=CC=C4N3)(C5=C(C=C6C(=C5)C78CCN9C7C(C=CC9)(C(C(C8N6C)(C(=O)OC)O)OC(=O)C)CC)OC)C(=O)OC.C(C(C(=O)O)O)(C(=O)O)O. Drug 2: CC1=C(C=C(C=C1)C(=O)NC2=CC(=CC(=C2)C(F)(F)F)N3C=C(N=C3)C)NC4=NC=CC(=N4)C5=CN=CC=C5. Cell line: RXF 393. Synergy scores: CSS=29.0, Synergy_ZIP=2.40, Synergy_Bliss=4.36, Synergy_Loewe=-11.1, Synergy_HSA=2.56. (4) Drug 1: CC1=C(C(CCC1)(C)C)C=CC(=CC=CC(=CC(=O)O)C)C. Drug 2: CC1CCCC2(C(O2)CC(NC(=O)CC(C(C(=O)C(C1O)C)(C)C)O)C(=CC3=CSC(=N3)C)C)C. Cell line: HCT-15. Synergy scores: CSS=34.9, Synergy_ZIP=10.5, Synergy_Bliss=14.0, Synergy_Loewe=-32.1, Synergy_HSA=10.4. (5) Drug 1: C1CN1C2=NC(=NC(=N2)N3CC3)N4CC4. Drug 2: COC1=CC(=CC(=C1O)OC)C2C3C(COC3=O)C(C4=CC5=C(C=C24)OCO5)OC6C(C(C7C(O6)COC(O7)C8=CC=CS8)O)O. Cell line: EKVX. Synergy scores: CSS=19.5, Synergy_ZIP=-8.71, Synergy_Bliss=-1.87, Synergy_Loewe=0.750, Synergy_HSA=1.48. (6) Drug 1: CCCS(=O)(=O)NC1=C(C(=C(C=C1)F)C(=O)C2=CNC3=C2C=C(C=N3)C4=CC=C(C=C4)Cl)F. Drug 2: C1=CN(C=N1)CC(O)(P(=O)(O)O)P(=O)(O)O. Cell line: NCI-H322M. Synergy scores: CSS=7.56, Synergy_ZIP=3.85, Synergy_Bliss=11.4, Synergy_Loewe=4.93, Synergy_HSA=5.39. (7) Drug 1: CCC1=C2CN3C(=CC4=C(C3=O)COC(=O)C4(CC)O)C2=NC5=C1C=C(C=C5)O. Cell line: HCT-15. Drug 2: C(CN)CNCCSP(=O)(O)O. Synergy scores: CSS=34.3, Synergy_ZIP=-7.47, Synergy_Bliss=-3.59, Synergy_Loewe=-81.7, Synergy_HSA=-5.03. (8) Drug 1: CC1=C(C=C(C=C1)NC2=NC=CC(=N2)N(C)C3=CC4=NN(C(=C4C=C3)C)C)S(=O)(=O)N.Cl. Drug 2: CC1C(C(=O)NC(C(=O)N2CCCC2C(=O)N(CC(=O)N(C(C(=O)O1)C(C)C)C)C)C(C)C)NC(=O)C3=C4C(=C(C=C3)C)OC5=C(C(=O)C(=C(C5=N4)C(=O)NC6C(OC(=O)C(N(C(=O)CN(C(=O)C7CCCN7C(=O)C(NC6=O)C(C)C)C)C)C(C)C)C)N)C. Cell line: IGROV1. Synergy scores: CSS=25.0, Synergy_ZIP=6.17, Synergy_Bliss=10.3, Synergy_Loewe=9.55, Synergy_HSA=9.63. (9) Drug 1: C1=CC(=C2C(=C1NCCNCCO)C(=O)C3=C(C=CC(=C3C2=O)O)O)NCCNCCO. Drug 2: C1=CC(=CC=C1C#N)C(C2=CC=C(C=C2)C#N)N3C=NC=N3. Cell line: SW-620. Synergy scores: CSS=34.8, Synergy_ZIP=0.574, Synergy_Bliss=-0.878, Synergy_Loewe=-27.7, Synergy_HSA=-1.13. (10) Synergy scores: CSS=86.3, Synergy_ZIP=21.1, Synergy_Bliss=20.2, Synergy_Loewe=11.6, Synergy_HSA=19.8. Drug 2: CC1=CC=C(C=C1)C2=CC(=NN2C3=CC=C(C=C3)S(=O)(=O)N)C(F)(F)F. Drug 1: CC1=C2C(C(=O)C3(C(CC4C(C3C(C(C2(C)C)(CC1OC(=O)C(C(C5=CC=CC=C5)NC(=O)OC(C)(C)C)O)O)OC(=O)C6=CC=CC=C6)(CO4)OC(=O)C)OC)C)OC. Cell line: COLO 205.